Dataset: Catalyst prediction with 721,799 reactions and 888 catalyst types from USPTO. Task: Predict which catalyst facilitates the given reaction. (1) Reactant: [F:1][C:2]1[CH:7]=[CH:6][C:5]([C:8]2[C:18]([C:19]3[CH:20]=[CH:21][C:22](=[O:32])[N:23]([C:25]4[CH:30]=[CH:29][CH:28]=[CH:27][C:26]=4[CH3:31])[N:24]=3)=[C:11]3[NH:12][CH2:13][CH:14]([CH2:16]I)[CH2:15][N:10]3[N:9]=2)=[CH:4][CH:3]=1.C[O-].[Na+]. Product: [F:1][C:2]1[CH:3]=[CH:4][C:5]([C:8]2[C:18]([C:19]3[CH:20]=[CH:21][C:22](=[O:32])[N:23]([C:25]4[CH:30]=[CH:29][CH:28]=[CH:27][C:26]=4[CH3:31])[N:24]=3)=[C:11]3[NH:12][CH2:13][C:14](=[CH2:16])[CH2:15][N:10]3[N:9]=2)=[CH:6][CH:7]=1. The catalyst class is: 5. (2) Reactant: [BH3-]C#N.[Na+].C(O)(=O)C.[C:9]([O:13][C:14]([NH:16][N:17]=[CH:18][CH2:19][CH2:20][CH2:21][CH3:22])=[O:15])([CH3:12])([CH3:11])[CH3:10]. Product: [C:9]([O:13][C:14]([NH:16][NH:17][CH2:18][CH2:19][CH2:20][CH2:21][CH3:22])=[O:15])([CH3:12])([CH3:11])[CH3:10]. The catalyst class is: 1.